This data is from TCR-epitope binding with 47,182 pairs between 192 epitopes and 23,139 TCRs. The task is: Binary Classification. Given a T-cell receptor sequence (or CDR3 region) and an epitope sequence, predict whether binding occurs between them. (1) Result: 0 (the TCR does not bind to the epitope). The TCR CDR3 sequence is CASSFGGIEQYF. The epitope is AYILFTRFFYV. (2) The epitope is RILGAGCFV. The TCR CDR3 sequence is CASRPKGARTEAFF. Result: 0 (the TCR does not bind to the epitope).